Predict the reaction yield, written as a fraction of the theoretical maximum amount of product (1.0 means a 100% yield; for example, 0.34 means a 34% yield). From a dataset of Reaction yield outcomes from USPTO patents with 853,638 reactions. The reactants are [NH2:1][C:2]1[NH:6][N:5]=[C:4]([O:7][CH3:8])[C:3]=1[C:9]#[N:10].[Cl:11][C:12]1[CH:17]=[CH:16][C:15]([C:18](=O)[CH2:19][C:20](OC)=[O:21])=[CH:14][CH:13]=1. The catalyst is CCCCO.CC1C=CC(S(O)(=O)=O)=CC=1. The product is [Cl:11][C:12]1[CH:13]=[CH:14][C:15]([C:18]2[NH:1][C:2]3[N:6]([N:5]=[C:4]([O:7][CH3:8])[C:3]=3[C:9]#[N:10])[C:20](=[O:21])[CH:19]=2)=[CH:16][CH:17]=1. The yield is 0.640.